From a dataset of Experimentally validated miRNA-target interactions with 360,000+ pairs, plus equal number of negative samples. Binary Classification. Given a miRNA mature sequence and a target amino acid sequence, predict their likelihood of interaction. (1) The miRNA is mmu-miR-1964-3p with sequence CCGACUUCUGGGCUCCGGCUUU. The protein sequence of the target gene is MAMTGSTPCSSMSNHTKERVTMTKVTLENFYSNLIAQHEEREMRQKKLEKVMEEEGLKDEEKRLRRSAHARKETEFLRLKRTRLGLEDFESLKVIGRGAFGEVRLVQKKDTGHVYAMKILRKADMLEKEQVGHIRAERDILVEADSLWVVKMFYSFQDKLNLYLIMEFLPGGDMMTLLMKKDTLTEEETQFYIAETVLAIDSIHQLGFIHRDIKPDNLLLDSKGHVKLSDFGLCTGLKKAHRTEFYRNLNHSLPSDFTFQNMNSKRKAETWKRNRRQLAFSTVGTPDYIAPEVFMQTGYN.... Result: 0 (no interaction). (2) The miRNA is hsa-miR-4742-3p with sequence UCUGUAUUCUCCUUUGCCUGCAG. The protein sequence of the target gene is MLLRGVLLALQALQLAGALDLPAGSCAFEESTCGFDSVLASLPWILNEEGHYIYVDTSFGKQGEKAVLLSPDLQAEEWSCLRLVYQITTSSESLSDPSQLNLYMRFEDESFDRLLWSAKEPSDSWLIASLDLQNSSKKFKILIEGVLGQGNTASIALFEIKMTTGYCIECDFEENHLCGFVNRWNPNVNWFVGGGSIRNVHSILPQDHTFKSELGHYMYVDSVYVKHFQEVAQLISPLTTAPMAGCLSFYYQIQQGNDNVFSLYTRDVAGLYEEIWKADRPGNAAWNLAEVEFSAPYPME.... Result: 0 (no interaction).